Task: Predict the reactants needed to synthesize the given product.. Dataset: Full USPTO retrosynthesis dataset with 1.9M reactions from patents (1976-2016) (1) Given the product [NH2:1][C:4]1[N:9]=[C:8]([N:10]2[CH2:15][CH2:14][O:13][CH2:12][CH2:11]2)[N:7]=[C:6]([O:16][CH2:17][C:18]([CH3:21])([OH:20])[CH3:19])[CH:5]=1, predict the reactants needed to synthesize it. The reactants are: [N:1]([C:4]1[N:9]=[C:8]([N:10]2[CH2:15][CH2:14][O:13][CH2:12][CH2:11]2)[N:7]=[C:6]([O:16][CH2:17][C:18]([CH3:21])([OH:20])[CH3:19])[CH:5]=1)=[N+]=[N-]. (2) The reactants are: C(O[C:4](=[O:17])[CH2:5][C:6]([C:8]1[CH:13]=[C:12]([Cl:14])[CH:11]=[CH:10][C:9]=1[O:15][CH3:16])=O)C.Cl.[C:19]([NH2:22])(=[NH:21])[CH3:20].C(=O)([O-])[O-].[K+].[K+]. Given the product [Cl:14][C:12]1[CH:11]=[CH:10][C:9]([O:15][CH3:16])=[C:8]([C:6]2[N:21]=[C:19]([CH3:20])[NH:22][C:4](=[O:17])[CH:5]=2)[CH:13]=1, predict the reactants needed to synthesize it.